From a dataset of Full USPTO retrosynthesis dataset with 1.9M reactions from patents (1976-2016). Predict the reactants needed to synthesize the given product. (1) Given the product [Br:1][C:2]1[CH:3]=[C:4]([CH:23]=[C:24]([F:26])[CH:25]=1)[CH2:5][NH:6][C:7]([C@@H:9]1[CH2:13][C@:12]([F:33])([CH3:14])[CH2:11][N:10]1[C:16]([O:18][C:19]([CH3:22])([CH3:21])[CH3:20])=[O:17])=[O:8], predict the reactants needed to synthesize it. The reactants are: [Br:1][C:2]1[CH:3]=[C:4]([CH:23]=[C:24]([F:26])[CH:25]=1)[CH2:5][NH:6][C:7]([C@@H:9]1[CH2:13][C@:12](O)([CH3:14])[CH2:11][N:10]1[C:16]([O:18][C:19]([CH3:22])([CH3:21])[CH3:20])=[O:17])=[O:8].C(N(S(F)(F)[F:33])CC)C. (2) Given the product [NH:22]([C:42]([O:44][C:45]([CH3:48])([CH3:47])[CH3:46])=[O:43])[C@H:23]([C:32]([NH:1][C@@H:2]([C:12]([OH:14])=[O:13])[CH2:3][O:4][CH2:5][C:6]1[CH:7]=[CH:8][CH:9]=[CH:10][CH:11]=1)=[O:33])[CH2:24][C:25](=[O:31])[O:26][C:27]([CH3:30])([CH3:28])[CH3:29], predict the reactants needed to synthesize it. The reactants are: [NH2:1][C@@H:2]([C:12]([OH:14])=[O:13])[CH2:3][O:4][CH2:5][C:6]1[CH:11]=[CH:10][CH:9]=[CH:8][CH:7]=1.O.N1C=CC=CC=1.[NH:22]([C:42]([O:44][C:45]([CH3:48])([CH3:47])[CH3:46])=[O:43])[C@H:23]([C:32](ON1C(=O)CCC1=O)=[O:33])[CH2:24][C:25](=[O:31])[O:26][C:27]([CH3:30])([CH3:29])[CH3:28]. (3) Given the product [N:27]1([C:32]([O:20][C:7]2[CH:8]=[C:9]3[C:4](=[CH:5][CH:6]=2)[N:3]=[C:2]([NH2:1])[C:11]2[N:12]=[C:13]4[CH2:18][O:17][CH2:16][C@H:15]([CH3:19])[N:14]4[C:10]3=2)=[O:33])[CH2:31][CH2:30][CH2:29][CH2:28]1, predict the reactants needed to synthesize it. The reactants are: [NH2:1][C:2]1[C:11]2[N:12]=[C:13]3[CH2:18][O:17][CH2:16][C@H:15]([CH3:19])[N:14]3[C:10]=2[C:9]2[C:4](=[CH:5][CH:6]=[C:7]([OH:20])[CH:8]=2)[N:3]=1.C(=O)([O-])[O-].[Cs+].[Cs+].[N:27]1([C:32](Cl)=[O:33])[CH2:31][CH2:30][CH2:29][CH2:28]1.O. (4) Given the product [CH2:1]([O:17][C@H:18]1[C@H:22]([O:23][CH2:24][CH2:25][CH2:26][CH2:27][CH2:28][CH2:29][CH2:30][CH2:31]/[CH:32]=[CH:33]\[CH2:34][CH2:35][CH2:36][CH2:37][CH2:38][CH3:39])[CH2:21][N:20]([CH3:42])[CH2:19]1)[CH2:2][CH2:3][CH2:4][CH2:5][CH2:6][CH2:7][CH2:8]/[CH:9]=[CH:10]\[CH2:11][CH2:12][CH2:13][CH2:14][CH2:15][CH3:16], predict the reactants needed to synthesize it. The reactants are: [CH2:1]([O:17][C@H:18]1[C@H:22]([O:23][CH2:24][CH2:25][CH2:26][CH2:27][CH2:28][CH2:29][CH2:30][CH2:31]/[CH:32]=[CH:33]\[CH2:34][CH2:35][CH2:36][CH2:37][CH2:38][CH3:39])[CH2:21][NH:20][CH2:19]1)[CH2:2][CH2:3][CH2:4][CH2:5][CH2:6][CH2:7][CH2:8]/[CH:9]=[CH:10]\[CH2:11][CH2:12][CH2:13][CH2:14][CH2:15][CH3:16].C=O.[C:42](O[BH-](OC(=O)C)OC(=O)C)(=O)C.[Na+]. (5) Given the product [CH3:59][O:58][C:56]([NH:55][C@@H:51]([CH:52]([CH3:53])[CH3:54])[C:50]([N:42]1[C@H:41]([C:39]2[NH:40][C:36]([C:33]3[CH:32]=[CH:31][C:30]([C:132]4[CH:133]=[CH:134][C:135]([C:138]5[NH:142][C:141]([C@@H:143]6[CH2:147][CH2:146][CH2:145][N:144]6[C:148]([O:150][C:151]([CH3:154])([CH3:153])[CH3:152])=[O:149])=[N:140][CH:139]=5)=[CH:136][CH:137]=4)=[CH:35][CH:34]=3)=[CH:37][N:38]=2)[CH2:49][C:44]2([O:48][CH2:47][CH2:46][O:45]2)[CH2:43]1)=[O:60])=[O:57], predict the reactants needed to synthesize it. The reactants are: COC(=O)N[C@@H](C(C)C)C(N1[C@H](C2NC(C3C=CC4C(=CC=C([C:30]5[CH:35]=[CH:34][C:33]([C:36]6[NH:40][C:39]([C@@H:41]7[CH2:49][C:44]8([O:48][CH2:47][CH2:46][O:45]8)[CH2:43][N:42]7[C:50](=[O:60])[C@@H:51]([NH:55][C:56]([O:58][CH3:59])=[O:57])[CH:52]([CH3:54])[CH3:53])=[N:38][CH:37]=6)=[CH:32][CH:31]=5)C=4)C=3)=CN=2)CC2(CC2)C1)=O.BrC1C=C2C(=CC=1)C=C(C1NC([C@@H]3CC4(CC4)CN3C(=O)[C@@H](NC(=O)OC)C(C)C)=NC=1)C=C2.BrC1C=CC(C2NC([C@@H]3CC4(OCCO4)CN3C(=O)[C@@H](NC(=O)OC)C(C)C)=NC=2)=CC=1.Br[C:132]1[CH:137]=[CH:136][C:135]([C:138]2[NH:142][C:141]([C@@H:143]3[CH2:147][CH2:146][CH2:145][N:144]3[C:148]([O:150][C:151]([CH3:154])([CH3:153])[CH3:152])=[O:149])=[N:140][CH:139]=2)=[CH:134][CH:133]=1. (6) The reactants are: C([N:8]1[CH2:16][CH2:15][O:14][CH2:13][CH2:12][O:11][CH2:10][CH2:9]1)C1C=CC=CC=1. Given the product [O:11]1[CH2:10][CH2:9][NH:8][CH2:16][CH2:15][O:14][CH2:13][CH2:12]1, predict the reactants needed to synthesize it. (7) Given the product [C:29]([O:28][C:26]([N:23]1[CH2:24][CH2:25][C@@H:20]([NH:19][C:5]2[C:6]3[N:7]([CH:10]=[C:11]([C:13]([O:15][CH2:16][CH3:17])=[O:14])[CH:12]=3)[N:8]=[CH:9][C:4]=2[C:1](=[O:3])[NH2:2])[C:21]([CH3:34])([CH3:33])[CH2:22]1)=[O:27])([CH3:32])([CH3:30])[CH3:31], predict the reactants needed to synthesize it. The reactants are: [C:1]([C:4]1[CH:9]=[N:8][N:7]2[CH:10]=[C:11]([C:13]([O:15][CH2:16][CH3:17])=[O:14])[CH:12]=[C:6]2[C:5]=1Cl)(=[O:3])[NH2:2].[NH2:19][C@@H:20]1[CH2:25][CH2:24][N:23]([C:26]([O:28][C:29]([CH3:32])([CH3:31])[CH3:30])=[O:27])[CH2:22][C:21]1([CH3:34])[CH3:33]. (8) Given the product [C:17]([O:16][C:14](=[O:15])[NH:13][CH2:12][CH2:11][N:4]1[C:5]([I:9])=[C:6]([I:8])[N:7]=[C:3]1[CH2:1][CH3:2])([CH3:20])([CH3:19])[CH3:18], predict the reactants needed to synthesize it. The reactants are: [CH2:1]([C:3]1[NH:4][C:5]([I:9])=[C:6]([I:8])[N:7]=1)[CH3:2].Br[CH2:11][CH2:12][NH:13][C:14]([O:16][C:17]([CH3:20])([CH3:19])[CH3:18])=[O:15]. (9) The reactants are: Cl.[CH2:2]([O:4][C:5](=[O:8])[CH2:6][NH2:7])[CH3:3].[Cl:9][C:10]1[CH:17]=[CH:16][C:13]([CH:14]=O)=[CH:12][CH:11]=1.C(O)(=O)C.C(O[BH-](OC(=O)C)OC(=O)C)(=O)C.[Na+]. Given the product [CH2:2]([O:4][C:5](=[O:8])[CH2:6][NH:7][CH2:14][C:13]1[CH:16]=[CH:17][C:10]([Cl:9])=[CH:11][CH:12]=1)[CH3:3], predict the reactants needed to synthesize it. (10) Given the product [CH3:11][O:12][C:13](=[O:22])[CH2:14][C:15]1[CH:20]=[CH:19][CH:18]=[C:17]([O:21][C:2]2[CH:9]=[C:8]([F:10])[CH:7]=[C:4]([CH2:5][NH2:6])[CH:3]=2)[CH:16]=1, predict the reactants needed to synthesize it. The reactants are: F[C:2]1[CH:3]=[C:4]([CH:7]=[C:8]([F:10])[CH:9]=1)[C:5]#[N:6].[CH3:11][O:12][C:13](=[O:22])[CH2:14][C:15]1[CH:20]=[CH:19][CH:18]=[C:17]([OH:21])[CH:16]=1.